Dataset: Full USPTO retrosynthesis dataset with 1.9M reactions from patents (1976-2016). Task: Predict the reactants needed to synthesize the given product. (1) Given the product [C:26]([C:28]1[CH:33]=[CH:32][C:31]([N:34]2[CH2:39][CH2:38][O:37][C:36]3[CH:40]=[C:41]([S:45]([NH:8][C:9]4[S:10][CH:11]=[CH:12][N:13]=4)(=[O:47])=[O:46])[C:42]([F:44])=[CH:43][C:35]2=3)=[C:30]([O:49][CH3:50])[CH:29]=1)#[N:27], predict the reactants needed to synthesize it. The reactants are: COC1C=CC(C[NH:8][C:9]2[S:10][CH:11]=[CH:12][N:13]=2)=CC=1.C[Si]([N-][Si](C)(C)C)(C)C.[Li+].[C:26]([C:28]1[CH:33]=[CH:32][C:31]([N:34]2[CH2:39][CH2:38][O:37][C:36]3[CH:40]=[C:41]([S:45](Cl)(=[O:47])=[O:46])[C:42]([F:44])=[CH:43][C:35]2=3)=[C:30]([O:49][CH3:50])[CH:29]=1)#[N:27]. (2) Given the product [CH3:24][O:25][C:26](=[O:30])[C@@H:27]([NH:28][C:13]([C:4]1[N:3]=[C:2]([Cl:1])[C:11]2[C:6]([C:5]=1[OH:12])=[CH:7][CH:8]=[CH:9][CH:10]=2)=[O:15])[CH3:29], predict the reactants needed to synthesize it. The reactants are: [Cl:1][C:2]1[C:11]2[C:6](=[CH:7][CH:8]=[CH:9][CH:10]=2)[C:5]([OH:12])=[C:4]([C:13]([OH:15])=O)[N:3]=1.C(N(CC)CC)C.Cl.[CH3:24][O:25][C:26](=[O:30])[C@H:27]([CH3:29])[NH2:28]. (3) Given the product [NH:10]([C:11]1[CH:12]=[CH:13][C:14]([C:15]([O:17][C:18]2[CH:23]=[CH:22][C:21]([CH:24]([CH3:50])[C:25]([N:27]([CH2:36][C:37]3[CH:38]=[C:39]([CH:47]=[CH:48][CH:49]=3)[C:40]([OH:42])=[O:41])[CH2:28][C:29]([OH:31])=[O:30])=[O:26])=[C:20]([Cl:51])[CH:19]=2)=[O:16])=[CH:52][CH:53]=1)[C:9]([NH2:54])=[NH:8], predict the reactants needed to synthesize it. The reactants are: C(OC([NH:8][C:9](=[N:54]C(OC(C)(C)C)=O)[NH:10][C:11]1[CH:53]=[CH:52][C:14]([C:15]([O:17][C:18]2[CH:23]=[CH:22][C:21]([CH:24]([CH3:50])[C:25]([N:27]([CH2:36][C:37]3[CH:38]=[C:39]([CH:47]=[CH:48][CH:49]=3)[C:40]([O:42]C(C)(C)C)=[O:41])[CH2:28][C:29]([O:31]C(C)(C)C)=[O:30])=[O:26])=[C:20]([Cl:51])[CH:19]=2)=[O:16])=[CH:13][CH:12]=1)=O)(C)(C)C.FC(F)(F)C(O)=O. (4) The reactants are: Cl.[F:2][C:3]([F:11])([F:10])[CH:4]1[CH2:9][CH2:8][NH:7][CH2:6][CH2:5]1.CCN(C(C)C)C(C)C.[Br:21][C:22]1[C:23](Cl)=[C:24]([C:30](=[O:37])[C:31]([O:33][CH:34]([CH3:36])[CH3:35])=[O:32])[C:25]([CH3:29])=[N:26][C:27]=1[CH3:28]. Given the product [Br:21][C:22]1[C:23]([N:7]2[CH2:8][CH2:9][CH:4]([C:3]([F:11])([F:10])[F:2])[CH2:5][CH2:6]2)=[C:24]([C:30](=[O:37])[C:31]([O:33][CH:34]([CH3:35])[CH3:36])=[O:32])[C:25]([CH3:29])=[N:26][C:27]=1[CH3:28], predict the reactants needed to synthesize it. (5) Given the product [CH2:1]([CH:3]1[CH2:7][CH:6]([O:8][C:18](=[NH:19])[C:17]([Cl:21])([Cl:20])[Cl:16])[CH2:5][CH:4]1[C:9]([O:11][CH2:12][CH3:13])=[O:10])[CH3:2], predict the reactants needed to synthesize it. The reactants are: [CH2:1]([CH:3]1[CH2:7][CH:6]([OH:8])[CH2:5][CH:4]1[C:9]([O:11][CH2:12][CH3:13])=[O:10])[CH3:2].[OH-].[K+].[Cl:16][C:17]([Cl:21])([Cl:20])[C:18]#[N:19]. (6) The reactants are: [OH:1][C:2]1[CH:7]=[CH:6][C:5]([C:8]2[S:12][C:11]([C@@:13]3([CH2:21][C:22]([O:24][CH2:25][CH2:26][Si:27]([CH3:30])([CH3:29])[CH3:28])=[O:23])[CH2:18][CH2:17][CH2:16][CH2:15][S:14]3(=[O:20])=[O:19])=[CH:10][CH:9]=2)=[CH:4][CH:3]=1.[CH2:31](I)[CH2:32][CH3:33].C(=O)([O-])[O-].C(OCC)(=O)C. Given the product [CH2:31]([O:1][C:2]1[CH:7]=[CH:6][C:5]([C:8]2[S:12][C:11]([C@@:13]3([CH2:21][C:22]([O:24][CH2:25][CH2:26][Si:27]([CH3:29])([CH3:28])[CH3:30])=[O:23])[CH2:18][CH2:17][CH2:16][CH2:15][S:14]3(=[O:19])=[O:20])=[CH:10][CH:9]=2)=[CH:4][CH:3]=1)[CH2:32][CH3:33], predict the reactants needed to synthesize it. (7) Given the product [F:1][C:2]1[C:11]2[C:6](=[CH:7][CH:8]=[CH:9][CH:10]=2)[C:5]([C:12]2([CH2:35][NH2:36])[CH2:18][CH2:17][CH2:16][CH2:25][CH2:24]2)=[CH:4][CH:3]=1, predict the reactants needed to synthesize it. The reactants are: [F:1][C:2]1[C:11]2[C:6](=[CH:7][CH:8]=[CH:9][CH:10]=2)[C:5]([C:12](O)=O)=[CH:4][CH:3]=1.F[C:16]1[CH:17]=[C:18]2[C:24](=[CH:24][CH:25]=1)[CH:25]=[C:16](C1(CN)CCCCC1)[CH:17]=[CH:18]2.C[C:35]#[N:36].O.